Dataset: Full USPTO retrosynthesis dataset with 1.9M reactions from patents (1976-2016). Task: Predict the reactants needed to synthesize the given product. (1) Given the product [Cl:1][C:2]1[N:11]=[C:10]([NH:13][C:14]2[NH:15][N:16]=[C:17]([CH3:19])[CH:18]=2)[C:9]2[C:4](=[CH:5][CH:6]=[CH:7][CH:8]=2)[N:3]=1, predict the reactants needed to synthesize it. The reactants are: [Cl:1][C:2]1[N:11]=[C:10](Cl)[C:9]2[C:4](=[CH:5][CH:6]=[CH:7][CH:8]=2)[N:3]=1.[NH2:13][C:14]1[CH:18]=[C:17]([CH3:19])[NH:16][N:15]=1.C(N(CC)CC)C. (2) The reactants are: [Br:1][C:2]1[C:10]([I:11])=[CH:9][C:5]([C:6]([OH:8])=[O:7])=[CH:4][C:3]=1O.[C:13]([O-])([O-])=O.[K+].[K+].IC.O.CN([CH:25]=[O:26])C. Given the product [Br:1][C:2]1[C:3]([O:26][CH3:25])=[CH:4][C:5]([C:6]([O:8][CH3:13])=[O:7])=[CH:9][C:10]=1[I:11], predict the reactants needed to synthesize it. (3) Given the product [CH3:30][S:31]([O:1][CH2:2][C:3]1[CH:8]=[CH:7][C:6]([C:9](=[O:22])[CH2:10][CH2:11][CH2:12][N:13]([C:14]([O:15][C:16]([CH3:18])([CH3:17])[CH3:19])=[O:20])[CH3:21])=[CH:5][CH:4]=1)(=[O:33])=[O:32], predict the reactants needed to synthesize it. The reactants are: [OH:1][CH2:2][C:3]1[CH:8]=[CH:7][C:6]([C:9](=[O:22])[CH2:10][CH2:11][CH2:12][N:13]([CH3:21])[C:14](=[O:20])[O:15][C:16]([CH3:19])([CH3:18])[CH3:17])=[CH:5][CH:4]=1.C(N(CC)CC)C.[CH3:30][S:31](Cl)(=[O:33])=[O:32].C(=O)([O-])O.[Na+]. (4) The reactants are: [O:1]1[C:9]2[CH:8]([OH:10])[CH2:7][NH:6][CH2:5][C:4]=2[CH:3]=[CH:2]1.[Br:11][C:12]1[CH:17]=[CH:16][CH:15]=[CH:14][C:13]=1F. Given the product [Br:11][C:12]1[CH:17]=[CH:16][CH:15]=[CH:14][C:13]=1[O:10][CH:8]1[CH2:7][NH:6][CH2:5][C:4]2[CH:3]=[CH:2][O:1][C:9]1=2, predict the reactants needed to synthesize it. (5) Given the product [Br:1][C:2]1[CH:3]=[C:4]([NH:14][C:17](=[O:18])[O:19][C:20]([CH3:23])([CH3:22])[CH3:21])[C:5]([N:8]2[CH2:13][CH2:12][O:11][CH2:10][CH2:9]2)=[N:6][CH:7]=1, predict the reactants needed to synthesize it. The reactants are: [Br:1][C:2]1[CH:3]=[C:4]([NH2:14])[C:5]([N:8]2[CH2:13][CH2:12][O:11][CH2:10][CH2:9]2)=[N:6][CH:7]=1.[H-].[Na+].[C:17](O[C:17]([O:19][C:20]([CH3:23])([CH3:22])[CH3:21])=[O:18])([O:19][C:20]([CH3:23])([CH3:22])[CH3:21])=[O:18]. (6) Given the product [Cl:1][C:2]1[C:3]([F:11])=[C:4]([CH2:5][C:15]([C:14]2[CH:13]=[CH:17][C:3]([F:11])=[C:2]([Cl:12])[CH:10]=2)=[O:16])[CH:8]=[CH:9][CH:10]=1, predict the reactants needed to synthesize it. The reactants are: [Cl:1][C:2]1[C:3]([F:11])=[C:4]([CH:8]=[CH:9][CH:10]=1)[CH2:5][Mg]Br.[ClH:12].[CH2:13]1[CH2:17][O:16][CH2:15][CH2:14]1. (7) Given the product [CH2:9]([CH:4]1[CH2:3][CH2:6][O:5]1)[CH3:10].[C:22](=[O:23])([OH:5])[NH2:21].[CH2:9]=[CH:10][C:12]1[CH:17]=[CH:16][CH:15]=[CH:14][CH:13]=1, predict the reactants needed to synthesize it. The reactants are: [CH2:3]([C:3]1([CH2:4][OH:5])[CH2:6][O:5][CH2:4]1)[CH3:6].[CH3:9][C:10]([C:12]1[CH:17]=[CH:16][CH:15]=[C:14](C([N:21]=[C:22]=[O:23])(C)C)[CH:13]=1)=C.